Dataset: Reaction yield outcomes from USPTO patents with 853,638 reactions. Task: Predict the reaction yield, written as a fraction of the theoretical maximum amount of product (1.0 means a 100% yield; for example, 0.34 means a 34% yield). (1) The reactants are [F:1][C:2]1[CH:3]=[C:4]([CH:9]([OH:19])[C:10]2[CH:11]=[CH:12][C:13]([F:18])=[C:14]([CH:17]=2)[C:15]#[N:16])[CH:5]=[C:6]([F:8])[CH:7]=1.O.C[N+]1([O-])CCOCC1. The catalyst is ClCCl.[Ru]([O-])(=O)(=O)=O.C([N+](CCC)(CCC)CCC)CC. The product is [F:1][C:2]1[CH:3]=[C:4]([CH:5]=[C:6]([F:8])[CH:7]=1)[C:9]([C:10]1[CH:11]=[CH:12][C:13]([F:18])=[C:14]([CH:17]=1)[C:15]#[N:16])=[O:19]. The yield is 0.770. (2) The reactants are [Li+].[Cl-].C1C[O:6][CH2:5]C1.Br[C:9]1[CH:10]=[C:11]([C:16]2([C:19]#[N:20])[CH2:18][CH2:17]2)[CH:12]=[C:13]([Br:15])[CH:14]=1.CN(C=O)C.[NH4+].[Cl-]. The catalyst is O.C(OCC)(=O)C. The product is [Br:15][C:13]1[CH:12]=[C:11]([C:16]2([C:19]#[N:20])[CH2:18][CH2:17]2)[CH:10]=[C:9]([CH:5]=[O:6])[CH:14]=1. The yield is 0.830. (3) The reactants are [Br-].[C:2]1([CH2:8][P+](C2C=CC=CC=2)(C2C=CC=CC=2)C2C=CC=CC=2)[CH:7]=[CH:6][CH:5]=[CH:4][CH:3]=1.C1(P(C2C=CC=CC=2)C2C=CC=CC=2)C=CC=CC=1.[CH2:47]([Br:54])[C:48]1C=CC=[CH:50][CH:49]=1. The catalyst is C1(C)C=CC=CC=1. The product is [Br:54][CH2:47][CH2:48][CH2:49][CH2:50][CH2:8][C:2]1[CH:3]=[CH:4][CH:5]=[CH:6][CH:7]=1. The yield is 0.940. (4) The reactants are [C:1]([O:7][CH2:8][CH3:9])(=[O:6])[CH2:2][C:3]([CH3:5])=O.[F:10][C:11]1[CH:18]=[CH:17][CH:16]=[CH:15][C:12]=1[CH:13]=O.[NH4+:19].[OH-:20]. The catalyst is CCO. The product is [F:10][C:11]1[CH:18]=[CH:17][CH:16]=[CH:15][C:12]=1[CH:13]1[C:2]([C:1]([O:7][CH2:8][CH3:9])=[O:6])=[C:3]([CH3:5])[NH:19][C:3]([CH3:5])=[C:2]1[C:1]([O:7][CH2:8][CH3:9])=[O:20]. The yield is 0.610. (5) The reactants are [CH:1]1[C:13]2[NH:12][C:11]3[C:6](=[CH:7][CH:8]=[CH:9][CH:10]=3)[C:5]=2[CH:4]=[C:3]([C:14]([O:16]CC)=O)[N:2]=1.[H-].[Na+].[Cl:21][C:22]1[S:23][C:24]([CH2:27]Cl)=[CH:25][CH:26]=1.[NH2:29][OH:30]. The catalyst is CN(C=O)C.CO.O. The product is [Cl:21][C:22]1[S:23][C:24]([CH2:27][N:12]2[C:13]3[CH:1]=[N:2][C:3]([C:14]([NH:29][OH:30])=[O:16])=[CH:4][C:5]=3[C:6]3[C:11]2=[CH:10][CH:9]=[CH:8][CH:7]=3)=[CH:25][CH:26]=1. The yield is 0.580. (6) The reactants are [C:1]([C:5]1[CH:36]=[CH:35][C:8]([CH2:9][O:10][C:11]2[CH:16]=[CH:15][C:14]([C:17]3[CH:22]=[CH:21][C:20]([O:23][C:24]([F:27])([F:26])[F:25])=[CH:19][CH:18]=3)=[CH:13][C:12]=2[NH:28][C:29](=[O:34])[C:30]([O:32][CH3:33])=[O:31])=[CH:7][CH:6]=1)([CH3:4])([CH3:3])[CH3:2].CI.[C:39](=O)([O-])[O-].[K+].[K+].C1OCCOCCOCCOCCOCCOC1. The catalyst is O.C(#N)C. The product is [C:1]([C:5]1[CH:6]=[CH:7][C:8]([CH2:9][O:10][C:11]2[CH:16]=[CH:15][C:14]([C:17]3[CH:22]=[CH:21][C:20]([O:23][C:24]([F:25])([F:26])[F:27])=[CH:19][CH:18]=3)=[CH:13][C:12]=2[N:28]([CH3:39])[C:29](=[O:34])[C:30]([O:32][CH3:33])=[O:31])=[CH:35][CH:36]=1)([CH3:4])([CH3:2])[CH3:3]. The yield is 0.994. (7) The reactants are N1C=CC=CC=1.Cl.[CH3:8][NH:9][O:10][CH3:11].[C:12](Cl)(=[O:16])[CH2:13][CH2:14][CH3:15]. The catalyst is C(Cl)Cl.O. The product is [CH3:11][O:10][N:9]([CH3:8])[C:12](=[O:16])[CH2:13][CH2:14][CH3:15]. The yield is 0.890. (8) The reactants are F[C:2]1[C:7]([O:8][C:9](=[O:14])[C:10]([CH3:13])([CH3:12])[CH3:11])=[CH:6][N:5]=[C:4]2[NH:15][CH:16]=[C:17]([N+:18]([O-:20])=[O:19])[C:3]=12.[C:21]([O:25][C:26](=[O:34])[NH:27][C@@H:28]1[CH2:33][CH2:32][CH2:31][NH:30][CH2:29]1)([CH3:24])([CH3:23])[CH3:22].CCN(C(C)C)C(C)C. The catalyst is C(O)CCC. The product is [C:21]([O:25][C:26]([NH:27][C@@H:28]1[CH2:33][CH2:32][CH2:31][N:30]([C:2]2[C:7]([O:8][C:9](=[O:14])[C:10]([CH3:13])([CH3:12])[CH3:11])=[CH:6][N:5]=[C:4]3[NH:15][CH:16]=[C:17]([N+:18]([O-:20])=[O:19])[C:3]=23)[CH2:29]1)=[O:34])([CH3:24])([CH3:22])[CH3:23]. The yield is 0.465. (9) The reactants are Br[C:2]1[CH:7]=[CH:6][C:5]([OH:8])=[CH:4][CH:3]=1.[N:9]1[CH:14]=[CH:13][CH:12]=[C:11](B(O)O)[CH:10]=1.C(=O)([O-])[O-].[Na+].[Na+]. The catalyst is C1C=CC([P]([Pd]([P](C2C=CC=CC=2)(C2C=CC=CC=2)C2C=CC=CC=2)([P](C2C=CC=CC=2)(C2C=CC=CC=2)C2C=CC=CC=2)[P](C2C=CC=CC=2)(C2C=CC=CC=2)C2C=CC=CC=2)(C2C=CC=CC=2)C2C=CC=CC=2)=CC=1. The product is [N:9]1[CH:14]=[CH:13][CH:12]=[C:11]([C:2]2[CH:7]=[CH:6][C:5]([OH:8])=[CH:4][CH:3]=2)[CH:10]=1. The yield is 0.320. (10) The reactants are [NH2:1][C:2]1[C:15]([O:16][CH3:17])=[CH:14][C:5]2[NH:6][C:7](=[O:13])[CH2:8][CH2:9][C:10]([CH3:12])([CH3:11])[C:4]=2[CH:3]=1.Cl[C:19]1[N:24]=[C:23]([NH:25][C:26]2[CH:35]=[CH:34][CH:33]=[CH:32][C:27]=2[C:28]([NH:30][CH3:31])=[O:29])[C:22]([Cl:36])=[CH:21][N:20]=1.C12(CS(O)(=O)=O)C(C)(C)C(CC1)CC2=O.CC[NH+](CC)CC.CC[NH+](CC)CC.C([O-])([O-])=O. The catalyst is C(O)(C)C. The product is [Cl:36][C:22]1[C:23]([NH:25][C:26]2[CH:35]=[CH:34][CH:33]=[CH:32][C:27]=2[C:28]([NH:30][CH3:31])=[O:29])=[N:24][C:19]([NH:1][C:2]2[C:15]([O:16][CH3:17])=[CH:14][C:5]3[NH:6][C:7](=[O:13])[CH2:8][CH2:9][C:10]([CH3:12])([CH3:11])[C:4]=3[CH:3]=2)=[N:20][CH:21]=1. The yield is 0.270.